Dataset: Full USPTO retrosynthesis dataset with 1.9M reactions from patents (1976-2016). Task: Predict the reactants needed to synthesize the given product. (1) Given the product [Cl:21][C:4]1[CH:3]=[C:2]([C:71]2[CH:70]=[CH:69][CH:68]=[C:67]([C:66]([F:77])([F:76])[F:65])[CH:72]=2)[CH:7]=[CH:6][C:5]=1[C:8]([N:10]1[CH2:15][CH2:14][CH:13]([N:16]2[CH2:20][CH2:19][CH2:18][CH2:17]2)[CH2:12][CH2:11]1)=[O:9], predict the reactants needed to synthesize it. The reactants are: Br[C:2]1[CH:7]=[CH:6][C:5]([C:8]([N:10]2[CH2:15][CH2:14][CH:13]([N:16]3[CH2:20][CH2:19][CH2:18][CH2:17]3)[CH2:12][CH2:11]2)=[O:9])=[C:4]([Cl:21])[CH:3]=1.BrC1C=CC(C(O)=O)=C(Cl)C=1.N1(C2CCNCC2)CCCC1.BrC1C(C)=C(C(N2CCC(N3CCCC3)CC2)=O)C=CC=1.[F:65][C:66]([F:77])([F:76])[C:67]1[CH:68]=[C:69](B(O)O)[CH:70]=[CH:71][CH:72]=1.P([O-])([O-])([O-])=O.[K+].[K+].[K+]. (2) Given the product [Cl:23][C:24]1[CH:25]=[CH:26][C:27]([O:28][C:29]2[C:38]3[C:33](=[CH:34][CH:35]=[CH:36][CH:37]=3)[C:32]([C:39](=[O:41])[CH3:40])=[CH:31][CH:30]=2)=[CH:42][CH:43]=1.[ClH:15].[CH2:75]([C:74]1[N:48]([C:49]2[CH:58]=[C:57]3[C:52]([CH2:53][CH2:54][NH:55][CH2:56]3)=[CH:51][CH:50]=2)[CH:13]=[C:12]([C:5]2[C:6]3[C:11](=[CH:10][CH:9]=[CH:8][CH:7]=3)[C:2]([O:22][C:19]3[CH:20]=[CH:21][C:16]([Cl:15])=[CH:17][CH:18]=3)=[CH:3][CH:4]=2)[N:73]=1)[CH2:25][CH2:24][CH3:43], predict the reactants needed to synthesize it. The reactants are: F[C:2]1[C:11]2[C:6](=[CH:7][CH:8]=[CH:9][CH:10]=2)[C:5]([C:12](=O)[CH3:13])=[CH:4][CH:3]=1.[Cl:15][C:16]1[CH:21]=[CH:20][C:19]([OH:22])=[CH:18][CH:17]=1.[Cl:23][C:24]1[CH:43]=[CH:42][C:27]([O:28][C:29]2[C:38]3[C:33](=[CH:34][CH:35]=[CH:36][CH:37]=3)[C:32]([C:39](=[O:41])[CH3:40])=[CH:31][CH:30]=2)=[CH:26][CH:25]=1.BrC(Br)=O.[NH2:48][C:49]1[CH:58]=[C:57]2[C:52]([CH2:53][CH2:54][N:55](C(OC(C)(C)C)=O)[CH2:56]2)=[CH:51][CH:50]=1.NC(N)=O.[Cl-].N1[CH:75]=[CH:74][N:73]=C1. (3) Given the product [CH3:13][C:12]1[O:11][N:10]=[C:9]2[CH2:14][C:15](=[O:17])[NH:1][C:2]3[CH:7]=[CH:6][CH:5]=[CH:4][C:3]=3[C:8]=12, predict the reactants needed to synthesize it. The reactants are: [NH2:1][C:2]1[CH:7]=[CH:6][CH:5]=[CH:4][C:3]=1[C:8]1[C:9]([CH2:14][C:15]([O:17]C)=O)=[N:10][O:11][C:12]=1[CH3:13]. (4) The reactants are: FC[C:3]1[CH:4]=[CH:5][C:6]([N:29]2[N:33]=[CH:32]C=[N:30]2)=[C:7]([C:9]([N:11]2[C@H:16]([CH3:17])[CH2:15][CH2:14][C@@H:13]([O:18][C:19]3[C:24]([C:25]([OH:28])([CH3:27])[CH3:26])=[CH:23][CH:22]=[CH:21][N:20]=3)[CH2:12]2)=[O:10])[CH:8]=1.FC1C(C(O)(C)C)=CC=C[N:36]=1. Given the product [CH3:17][C@H:16]1[N:11]([C:9]([C:7]2[CH:8]=[CH:3][CH:4]=[CH:5][C:6]=2[N:29]2[N:30]=[N:36][CH:32]=[N:33]2)=[O:10])[CH2:12][C@H:13]([O:18][C:19]2[C:24]([C:25]([OH:28])([CH3:27])[CH3:26])=[CH:23][CH:22]=[CH:21][N:20]=2)[CH2:14][CH2:15]1, predict the reactants needed to synthesize it. (5) Given the product [F:1][C:2]1[CH:7]=[C:6]([O:8][C:9]2[CH:14]=[CH:13][N:12]=[C:11]([C:15]3[CH:16]=[N:17][N:18]([CH3:20])[CH:19]=3)[CH:10]=2)[CH:5]=[CH:4][C:3]=1[NH:21][C:28](=[O:29])[O:30][C:31]([CH3:33])=[CH2:32], predict the reactants needed to synthesize it. The reactants are: [F:1][C:2]1[CH:7]=[C:6]([O:8][C:9]2[CH:14]=[CH:13][N:12]=[C:11]([C:15]3[CH:16]=[N:17][N:18]([CH3:20])[CH:19]=3)[CH:10]=2)[CH:5]=[CH:4][C:3]=1[NH2:21].C([O-])(O)=O.[Na+].Cl[C:28]([O:30][C:31]([CH3:33])=[CH2:32])=[O:29]. (6) Given the product [CH2:12]([NH:8][C:5]1[CH:6]=[CH:7][C:2]([CH3:1])=[CH:3][C:4]=1[N+:9]([O-:11])=[O:10])[C:13]1[CH:18]=[CH:17][CH:16]=[CH:15][CH:14]=1, predict the reactants needed to synthesize it. The reactants are: [CH3:1][C:2]1[CH:7]=[CH:6][C:5]([NH2:8])=[C:4]([N+:9]([O-:11])=[O:10])[CH:3]=1.[CH:12](=O)[C:13]1[CH:18]=[CH:17][CH:16]=[CH:15][CH:14]=1.C(O[BH-](OC(=O)C)OC(=O)C)(=O)C.[Na+].C(O)(=O)C. (7) Given the product [OH:33][C:29]([C:24]1[CH:25]=[CH:26][CH:27]=[CH:28][N:23]=1)([CH3:30])[C:31]#[C:32][C:2]1[CH:3]=[CH:4][C:5]2[O:11][CH2:10][CH2:9][N:8]3[C:12]([C:18]([NH:20][CH3:21])=[O:19])=[C:13]([C:15]([NH2:17])=[O:16])[N:14]=[C:7]3[C:6]=2[CH:22]=1, predict the reactants needed to synthesize it. The reactants are: Br[C:2]1[CH:3]=[CH:4][C:5]2[O:11][CH2:10][CH2:9][N:8]3[C:12]([C:18]([NH:20][CH3:21])=[O:19])=[C:13]([C:15]([NH2:17])=[O:16])[N:14]=[C:7]3[C:6]=2[CH:22]=1.[N:23]1[CH:28]=[CH:27][CH:26]=[CH:25][C:24]=1[C:29]([OH:33])([C:31]#[CH:32])[CH3:30].